From a dataset of Forward reaction prediction with 1.9M reactions from USPTO patents (1976-2016). Predict the product of the given reaction. (1) Given the reactants [C:1]1([CH:7]([CH3:27])[CH2:8][CH2:9][NH:10][C@H:11]2[CH2:16][CH2:15][C@H:14]([C:17]3[CH:26]=[CH:25][C:20]4[NH:21][C:22](=[O:24])[O:23][C:19]=4[CH:18]=3)[CH2:13][CH2:12]2)[CH:6]=[CH:5][CH:4]=[CH:3][CH:2]=1.O.[BH4-].[Na+].[OH-].[Na+].[CH3:33]O, predict the reaction product. The product is: [CH3:33][N:10]([CH2:9][CH2:8][CH:7]([C:1]1[CH:6]=[CH:5][CH:4]=[CH:3][CH:2]=1)[CH3:27])[C@H:11]1[CH2:12][CH2:13][C@H:14]([C:17]2[CH:26]=[CH:25][C:20]3[NH:21][C:22](=[O:24])[O:23][C:19]=3[CH:18]=2)[CH2:15][CH2:16]1. (2) Given the reactants [C:1]([O:5][C:6]([NH:8][C:9]1[CH:14]=[CH:13][CH:12]=[CH:11][C:10]=1[NH:15][C:16](=[O:24])[C:17]1[CH:22]=[CH:21][C:20](Br)=[N:19][CH:18]=1)=[O:7])([CH3:4])([CH3:3])[CH3:2].[N:25]1[CH:30]=[CH:29][C:28](B(O)O)=[CH:27][CH:26]=1.C(=O)([O-])[O-].[Na+].[Na+].C(COC)OC, predict the reaction product. The product is: [C:1]([O:5][C:6]([NH:8][C:9]1[CH:14]=[CH:13][CH:12]=[CH:11][C:10]=1[NH:15][C:16](=[O:24])[C:17]1[CH:22]=[CH:21][C:20]([C:28]2[CH:29]=[CH:30][N:25]=[CH:26][CH:27]=2)=[N:19][CH:18]=1)=[O:7])([CH3:4])([CH3:3])[CH3:2]. (3) Given the reactants [CH3:1][N:2]1[C@@H:12]2[CH2:13][C:14]3[CH:19]=[CH:18][C:17]([OH:20])=[C:16]4[O:21][C@H:6]5[C:7]([CH:9]=[CH:10][C@:11]2([OH:22])[C@:5]5([C:15]=34)[CH2:4][CH2:3]1)=[O:8].[CH:23]1(C=O)[CH2:25][CH2:24]1.C([O-])=O.[NH4+], predict the reaction product. The product is: [CH2:23]1[CH:25]([CH2:1][N:2]2[C@@H:12]3[CH2:13][C:14]4[CH:19]=[CH:18][C:17]([OH:20])=[C:16]5[O:21][CH:6]6[C:7]([CH2:9][CH2:10][C@:11]3([OH:22])[C@:5]6([C:15]=45)[CH2:4][CH2:3]2)=[O:8])[CH2:24]1. (4) Given the reactants [CH3:1][S:2]([NH:5][C:6]1[CH:7]=[C:8]([C:12]2[CH:17]=[CH:16][C:15]([C@@H:18]3[CH2:22][NH:21][CH2:20][C@H:19]3[NH:23][S:24]([CH:27]([CH3:29])[CH3:28])(=[O:26])=[O:25])=[CH:14][CH:13]=2)[CH:9]=[CH:10][CH:11]=1)(=[O:4])=[O:3].[CH3:30][CH:31]([CH3:34])[CH:32]=O.C(O[BH-](OC(=O)C)OC(=O)C)(=O)C.[Na+], predict the reaction product. The product is: [CH3:30][CH:31]([CH3:34])[CH2:32][N:21]1[CH2:22][C@@H:18]([C:15]2[CH:14]=[CH:13][C:12]([C:8]3[CH:9]=[CH:10][CH:11]=[C:6]([NH:5][S:2]([CH3:1])(=[O:4])=[O:3])[CH:7]=3)=[CH:17][CH:16]=2)[C@H:19]([NH:23][S:24]([CH:27]([CH3:29])[CH3:28])(=[O:26])=[O:25])[CH2:20]1. (5) The product is: [NH:1]1[C:7](=[S:14])[CH2:6][CH2:5][NH:4][C:3]2[CH:9]=[CH:10][CH:11]=[CH:12][C:2]1=2. Given the reactants [NH:1]1[C:7](=O)[CH2:6][CH2:5][NH:4][C:3]2[CH:9]=[CH:10][CH:11]=[CH:12][C:2]1=2.P12(SP3(SP(SP(S3)(S1)=S)(=S)S2)=S)=[S:14].O.C(OCC)(=O)C, predict the reaction product. (6) Given the reactants C([O:8][C:9]1[CH:10]=[C:11]2[C:16](=[CH:17][CH:18]=1)[CH:15]([C:19]1[CH:24]=[CH:23][C:22]([O:25][CH2:26][CH2:27][N:28]3[CH2:32][CH2:31][CH2:30][CH2:29]3)=[CH:21][CH:20]=1)[N:14]([C:33](=[O:38])[C:34]([CH3:37])([CH3:36])[CH3:35])[CH2:13][CH2:12]2)C1C=CC=CC=1.C([O-])=O.[NH4+], predict the reaction product. The product is: [OH:8][C:9]1[CH:10]=[C:11]2[C:16](=[CH:17][CH:18]=1)[CH:15]([C:19]1[CH:20]=[CH:21][C:22]([O:25][CH2:26][CH2:27][N:28]3[CH2:32][CH2:31][CH2:30][CH2:29]3)=[CH:23][CH:24]=1)[N:14]([C:33](=[O:38])[C:34]([CH3:36])([CH3:35])[CH3:37])[CH2:13][CH2:12]2.